This data is from Forward reaction prediction with 1.9M reactions from USPTO patents (1976-2016). The task is: Predict the product of the given reaction. Given the reactants [F:1][C:2]([F:14])([F:13])[CH2:3][CH2:4][CH2:5][S:6]([CH2:9][CH2:10][CH2:11]Cl)(=[O:8])=[O:7].[CH3:15][NH2:16], predict the reaction product. The product is: [CH3:15][NH:16][CH2:11][CH2:10][CH2:9][S:6]([CH2:5][CH2:4][CH2:3][C:2]([F:14])([F:13])[F:1])(=[O:8])=[O:7].